This data is from Reaction yield outcomes from USPTO patents with 853,638 reactions. The task is: Predict the reaction yield, written as a fraction of the theoretical maximum amount of product (1.0 means a 100% yield; for example, 0.34 means a 34% yield). (1) The reactants are [CH3:1][O:2][C:3]1[CH:8]=[CH:7][C:6]([N:9]2[CH2:14][CH2:13][NH:12][CH2:11][CH2:10]2)=[CH:5][CH:4]=1.[C:15](#[N:18])[CH:16]=[CH2:17]. No catalyst specified. The product is [CH3:1][O:2][C:3]1[CH:4]=[CH:5][C:6]([N:9]2[CH2:14][CH2:13][N:12]([CH2:17][CH2:16][C:15]#[N:18])[CH2:11][CH2:10]2)=[CH:7][CH:8]=1. The yield is 0.740. (2) The reactants are [CH3:1][O:2][C:3]1[CH:12]=[C:11]2[C:6]([CH2:7][CH2:8][CH2:9][C:10]2=O)=[CH:5][CH:4]=1.[C:14]([CH2:16]C(O)=O)#[N:15].C(O)(=O)CCCCCC.C(N)C1C=CC=CC=1. The catalyst is C1(C)C=CC=CC=1. The product is [CH3:1][O:2][C:3]1[CH:12]=[C:11]2[C:6]([CH2:7][CH2:8][CH:9]=[C:10]2[CH2:16][C:14]#[N:15])=[CH:5][CH:4]=1. The yield is 0.900.